Predict the reactants needed to synthesize the given product. From a dataset of Full USPTO retrosynthesis dataset with 1.9M reactions from patents (1976-2016). (1) Given the product [CH3:2][C:1]1[C:4]2=[C:12]([CH3:13])[N:18]([C:17]3[CH:19]=[CH:20][C:21]([O:23][C:24]([F:27])([F:26])[F:25])=[CH:22][CH:16]=3)[C:9]([CH3:10])=[C:5]2[C:6]([CH3:7])=[N:29][N:28]=1, predict the reactants needed to synthesize it. The reactants are: [C:1]([CH:4]([C:12](=O)[CH3:13])[CH:5]([C:9](=O)[CH3:10])[C:6](=O)[CH3:7])(=O)[CH3:2].C[C:16]1[CH:22]=[C:21]([O:23][C:24]([F:27])([F:26])[F:25])[CH:20]=[CH:19][C:17]=1[NH2:18].[NH2:28][NH2:29]. (2) Given the product [F:31][C:3]1[CH:30]=[CH:29][C:6]([CH2:7][NH:8][CH2:9][CH2:10][NH:11][C:12]([C:14]2[S:15][CH:16]=[CH:17][C:18]=2[NH:19][C:20]2[CH:25]=[CH:24][N:23]=[C:22]3[NH:26][CH:27]=[CH:28][C:21]=23)=[O:13])=[CH:5][CH:4]=1, predict the reactants needed to synthesize it. The reactants are: CO[C:3]1[CH:30]=[CH:29][C:6]([CH2:7][NH:8][CH2:9][CH2:10][NH:11][C:12]([C:14]2[S:15][CH:16]=[CH:17][C:18]=2[NH:19][C:20]2[CH:25]=[CH:24][N:23]=[C:22]3[NH:26][CH:27]=[CH:28][C:21]=23)=[O:13])=[CH:5][CH:4]=1.[F:31]C1C=CC(C=O)=CC=1. (3) The reactants are: [CH:1]([N:14]1[CH2:19][CH2:18][N:17]([C:20]2[CH:25]=[CH:24][C:23]([NH2:26])=[CH:22][C:21]=2[F:27])[CH2:16][CH2:15]1)([C:8]1[CH:13]=[CH:12][CH:11]=[CH:10][CH:9]=1)[C:2]1[CH:7]=[CH:6][CH:5]=[CH:4][CH:3]=1.[CH3:28][C:29]1[N:37]=[CH:36][CH:35]=[CH:34][C:30]=1[C:31](O)=[O:32]. Given the product [CH:1]([N:14]1[CH2:19][CH2:18][N:17]([C:20]2[CH:25]=[CH:24][C:23]([NH:26][C:31](=[O:32])[C:30]3[CH:34]=[CH:35][CH:36]=[N:37][C:29]=3[CH3:28])=[CH:22][C:21]=2[F:27])[CH2:16][CH2:15]1)([C:2]1[CH:7]=[CH:6][CH:5]=[CH:4][CH:3]=1)[C:8]1[CH:9]=[CH:10][CH:11]=[CH:12][CH:13]=1, predict the reactants needed to synthesize it.